The task is: Binary Classification. Given a drug SMILES string, predict its activity (active/inactive) in a high-throughput screening assay against a specified biological target.. This data is from M1 muscarinic receptor antagonist screen with 61,756 compounds. (1) The molecule is O=C1N(C(=O)c2c1cc(cc2)C(=O)Nc1ccc(OC)cc1)Cc1cccnc1. The result is 0 (inactive). (2) The molecule is S(=O)(=O)(c1n[nH]n2c1nc(=O)c1c2cccc1)c1ccc(cc1)CC. The result is 0 (inactive). (3) The molecule is O1CCN(CCCN2C(C(=C(O)C2=O)C(=O)c2oc3c(c2)cccc3OC)c2ccncc2)CC1. The result is 0 (inactive). (4) The molecule is Clc1cc(NC(=O)c2occc2)c(OC)cc1. The result is 0 (inactive). (5) The result is 1 (active). The molecule is S(=O)(=O)(N1CCC(CC1)C(=O)NCCN1C(CCCC1)CC)c1c(onc1C)C. (6) The drug is O=C(Nc1cc2c(nc1)cccc2)c1cc(n2nnnc2)ccc1. The result is 0 (inactive). (7) The compound is O=c1n(c(nc2n(c3nc4c(nc3c12)cccc4)Cc1ccccc1)C)Cc1occc1. The result is 0 (inactive). (8) The drug is s1c(NC(=O)CN2CCCC2)c(c(c1C(OCC)=O)C)C(OCC)=O. The result is 0 (inactive). (9) The drug is Brc1ccc(c2c(=O)c3c(oc2)c(CN2CCOCC2)c(O)cc3)cc1. The result is 0 (inactive).